Dataset: Forward reaction prediction with 1.9M reactions from USPTO patents (1976-2016). Task: Predict the product of the given reaction. Given the reactants [C:1]([C:3]1[NH:20][C:6]2[C:7]([C:14]([O:16][CH:17]([CH3:19])[CH3:18])=[O:15])=[CH:8][NH:9][CH2:10][C:11]([CH3:13])([CH3:12])[C:5]=2[CH:4]=1)#[N:2].[S:21]1[CH:25]=[CH:24][CH:23]=[C:22]1[C:26](Cl)=[O:27], predict the reaction product. The product is: [C:1]([C:3]1[NH:20][C:6]2[C:7]([C:14]([O:16][CH:17]([CH3:18])[CH3:19])=[O:15])=[CH:8][N:9]([C:26]([C:22]3[S:21][CH:25]=[CH:24][CH:23]=3)=[O:27])[CH2:10][C:11]([CH3:13])([CH3:12])[C:5]=2[CH:4]=1)#[N:2].